Dataset: Full USPTO retrosynthesis dataset with 1.9M reactions from patents (1976-2016). Task: Predict the reactants needed to synthesize the given product. (1) Given the product [Br:35][C:36]1[CH:41]=[CH:40][C:39]([CH2:12][N:11]2[C:6]3[C:7](=[N:8][CH:3]=[CH:4][CH:5]=3)[C:9]([C:19]([NH:20][C@H:21]3[CH2:26][CH2:25][CH2:24][CH2:23][C@@H:22]3[OH:27])=[O:28])=[CH:10]2)=[CH:38][CH:37]=1, predict the reactants needed to synthesize it. The reactants are: C([C:3]1[N:8]=[C:7]2[C:9]([C:19](=[O:28])[NH:20][C@H:21]3[CH2:26][CH2:25][CH2:24][CH2:23][C@@H:22]3[OH:27])=[CH:10][N:11]([C:12](OC(C)(C)C)=O)[C:6]2=[CH:5][CH:4]=1)#N.C(=O)([O-])[O-].[Cs+].[Cs+].[Br:35][C:36]1[CH:41]=[CH:40][C:39](CBr)=[CH:38][CH:37]=1. (2) Given the product [CH2:46]([O:45][P:42]([CH2:41][C:38]1[CH:39]=[CH:40][C:35]([NH:34][C:26]2[N:25]=[C:24]([NH:23][C:20]3[CH:21]=[CH:22][C:17]([C:15]4[CH:14]=[C:13]([C:54]([O:56][CH3:57])=[O:55])[N:12]([CH2:11][CH2:10][CH2:9][OH:8])[CH:16]=4)=[N:18][C:19]=3[C:50](=[O:53])[NH:51][CH3:52])[C:29]([C:30]([F:32])([F:33])[F:31])=[CH:28][N:27]=2)=[C:36]([O:48][CH3:49])[CH:37]=1)([OH:44])=[O:43])[CH3:47], predict the reactants needed to synthesize it. The reactants are: C([O:8][CH2:9][CH2:10][CH2:11][N:12]1[CH:16]=[C:15]([C:17]2[CH:22]=[CH:21][C:20]([NH:23][C:24]3[C:29]([C:30]([F:33])([F:32])[F:31])=[CH:28][N:27]=[C:26]([NH:34][C:35]4[CH:40]=[CH:39][C:38]([CH2:41][P:42]([O:45][CH2:46][CH3:47])([OH:44])=[O:43])=[CH:37][C:36]=4[O:48][CH3:49])[N:25]=3)=[C:19]([C:50](=[O:53])[NH:51][CH3:52])[N:18]=2)[CH:14]=[C:13]1[C:54]([O:56][CH3:57])=[O:55])C1C=CC=CC=1.C. (3) Given the product [OH:38][CH2:37][CH2:36][NH:35][C:16](=[O:18])[CH:15]([NH:14][C:12](=[O:13])[C:11]1[CH:31]=[CH:32][C:8]([O:7][C:6]2[CH:5]=[CH:4][C:3]([O:2][CH3:1])=[CH:34][CH:33]=2)=[CH:9][CH:10]=1)[CH2:19][C:20]1[CH:25]=[CH:24][C:23]([O:26][C:27]([F:29])([F:30])[F:28])=[CH:22][CH:21]=1, predict the reactants needed to synthesize it. The reactants are: [CH3:1][O:2][C:3]1[CH:34]=[CH:33][C:6]([O:7][C:8]2[CH:32]=[CH:31][C:11]([C:12]([NH:14][CH:15]([CH2:19][C:20]3[CH:25]=[CH:24][C:23]([O:26][C:27]([F:30])([F:29])[F:28])=[CH:22][CH:21]=3)[C:16]([OH:18])=O)=[O:13])=[CH:10][CH:9]=2)=[CH:5][CH:4]=1.[NH2:35][CH2:36][CH2:37][OH:38]. (4) Given the product [CH3:25][C:17]1[C:16]([NH:15][C:4]2[C:3]([C:1]#[N:2])=[CH:8][N:7]=[C:6]3[S:9][C:10]([C:12]([N:26]4[CH2:30][CH2:29][CH2:28][CH2:27]4)=[O:14])=[CH:11][C:5]=23)=[CH:24][CH:23]=[C:22]2[C:18]=1[CH:19]=[CH:20][NH:21]2, predict the reactants needed to synthesize it. The reactants are: [C:1]([C:3]1[C:4]([NH:15][C:16]2[C:17]([CH3:25])=[C:18]3[C:22](=[CH:23][CH:24]=2)[NH:21][CH:20]=[CH:19]3)=[C:5]2[CH:11]=[C:10]([C:12]([OH:14])=O)[S:9][C:6]2=[N:7][CH:8]=1)#[N:2].[NH:26]1[CH2:30][CH2:29][CH2:28][CH2:27]1.Cl.CN(C)CCCN=C=NCC. (5) Given the product [CH3:1][O:2][C:3]1[CH:4]=[C:5]2[C:10](=[CH:11][C:12]=1[O:13][CH3:14])[N:9]=[CH:8][CH:7]=[C:6]2[O:15][C:16]1[CH:22]=[CH:21][C:19]([NH:20][C:43](=[O:49])[O:44][CH2:45][CH2:56][CH2:55][O:54][C:53]2[CH:59]=[CH:60][CH:61]=[CH:62][C:52]=2[F:51])=[C:18]([CH3:23])[C:17]=1[CH3:24], predict the reactants needed to synthesize it. The reactants are: [CH3:1][O:2][C:3]1[CH:4]=[C:5]2[C:10](=[CH:11][C:12]=1[O:13][CH3:14])[N:9]=[CH:8][CH:7]=[C:6]2[O:15][C:16]1[CH:22]=[CH:21][C:19]([NH2:20])=[C:18]([CH3:23])[C:17]=1[CH3:24].C1(C)C=CC=CC=1.C(N(CC)CC)C.ClC(Cl)(O[C:43](=[O:49])[O:44][C:45](Cl)(Cl)Cl)Cl.[F:51][C:52]1[CH:62]=[CH:61][CH:60]=[CH:59][C:53]=1[O:54][CH2:55][CH2:56]CO. (6) Given the product [NH2:17][C:8]1[C:7]2[N:6]=[C:5]([CH2:18][O:19][CH2:20][CH3:21])[N:4]([CH2:3][C:2]([NH:1][C:37]([CH:31]3[CH2:36][CH2:35][CH2:34][CH2:33][CH2:32]3)=[O:38])([CH3:22])[CH3:23])[C:16]=2[C:15]2[N:14]=[CH:13][CH:12]=[CH:11][C:10]=2[N:9]=1, predict the reactants needed to synthesize it. The reactants are: [NH2:1][C:2]([CH3:23])([CH3:22])[CH2:3][N:4]1[C:16]2[C:15]3[N:14]=[CH:13][CH:12]=[CH:11][C:10]=3[N:9]=[C:8]([NH2:17])[C:7]=2[N:6]=[C:5]1[CH2:18][O:19][CH2:20][CH3:21].C(N(CC)CC)C.[CH:31]1([C:37](Cl)=[O:38])[CH2:36][CH2:35][CH2:34][CH2:33][CH2:32]1.